Dataset: Reaction yield outcomes from USPTO patents with 853,638 reactions. Task: Predict the reaction yield, written as a fraction of the theoretical maximum amount of product (1.0 means a 100% yield; for example, 0.34 means a 34% yield). (1) The reactants are C([O:3][C:4]([CH:6]1[CH:11]([N:12]([C:21](=[O:28])[CH2:22][C:23]([O:25][CH2:26][CH3:27])=[O:24])[CH2:13][C:14]2[CH:19]=[CH:18][C:17]([F:20])=[CH:16][CH:15]=2)[CH:10]2[CH2:29][CH:7]1[CH2:8][CH2:9]2)=O)C.CC[O-].[Na+].Cl.O. The catalyst is CCO.[Cl-].[Na+].O. The product is [CH2:26]([O:25][C:23]([C:22]1[C:21](=[O:28])[N:12]([CH2:13][C:14]2[CH:15]=[CH:16][C:17]([F:20])=[CH:18][CH:19]=2)[CH:11]2[CH:6]([C:4]=1[OH:3])[CH:7]1[CH2:29][CH:10]2[CH2:9][CH2:8]1)=[O:24])[CH3:27]. The yield is 0.633. (2) The reactants are [N:1]1[C:14]2[CH:13]=[CH:12][C:11]3[C:6](=[CH:7][CH:8]=[CH:9][CH:10]=3)[C:5]=2[CH:4]=[CH:3][CH:2]=1.[O:15]=I(OI(=O)=O)=O.[OH2:22]. The catalyst is C(O)(=O)C. The product is [N:1]1[C:14]2[C:5](=[C:6]3[C:11](=[CH:12][CH:13]=2)[CH:10]=[CH:9][C:8](=[O:22])[C:7]3=[O:15])[CH:4]=[CH:3][CH:2]=1. The yield is 0.680. (3) The reactants are N([O-])=[O:2].[Na+].N[C:6]1[CH:15]=[C:14]2[C:9]([C:10](=[O:16])[NH:11][CH:12]=[N:13]2)=[CH:8][CH:7]=1. The catalyst is O.S(=O)(=O)(O)O.O. The product is [OH:2][C:6]1[CH:15]=[C:14]2[C:9]([C:10](=[O:16])[NH:11][CH:12]=[N:13]2)=[CH:8][CH:7]=1. The yield is 0.760. (4) The reactants are [N:1]([CH2:4][CH2:5][CH2:6][C:7]1([C:29]2[CH:34]=[CH:33][CH:32]=[CH:31][CH:30]=2)[N:11]([C:12]2[S:13][C:14]3[CH2:15][NH:16][CH2:17][CH2:18][C:19]=3[N:20]=2)[N:10]=[C:9]([C:21]2[CH:26]=[C:25]([F:27])[CH:24]=[CH:23][C:22]=2[F:28])[S:8]1)=[N+:2]=[N-:3].C=O.[C:37](O[BH-](OC(=O)C)OC(=O)C)(=O)C.[Na+].C([O-])([O-])=O.[Na+].[Na+]. The catalyst is ClCCCl. The product is [N:1]([CH2:4][CH2:5][CH2:6][C:7]1([C:29]2[CH:34]=[CH:33][CH:32]=[CH:31][CH:30]=2)[N:11]([C:12]2[S:13][C:14]3[CH2:15][N:16]([CH3:37])[CH2:17][CH2:18][C:19]=3[N:20]=2)[N:10]=[C:9]([C:21]2[CH:26]=[C:25]([F:27])[CH:24]=[CH:23][C:22]=2[F:28])[S:8]1)=[N+:2]=[N-:3]. The yield is 0.890. (5) The reactants are [C:1]([C:5]1[CH:10]=[C:9]([OH:11])[CH:8]=[C:7]([C:12]2[C:13]([OH:23])=[C:14]([C:19]([CH3:22])([CH3:21])[CH3:20])[CH:15]=[C:16]([OH:18])[CH:17]=2)[C:6]=1[OH:24])([CH3:4])([CH3:3])[CH3:2].N1C=CC=CC=1.[S:31](O[S:31]([C:34]([F:37])([F:36])[F:35])(=[O:33])=[O:32])([C:34]([F:37])([F:36])[F:35])(=[O:33])=[O:32]. The catalyst is ClCCl. The product is [F:35][C:34]([F:37])([F:36])[S:31]([O:11][C:9]1[CH:8]=[C:7]([C:12]2[C:13]([OH:23])=[C:14]([C:19]([CH3:22])([CH3:21])[CH3:20])[CH:15]=[C:16]([O:18][S:31]([C:34]([F:35])([F:36])[F:37])(=[O:32])=[O:33])[CH:17]=2)[C:6]([OH:24])=[C:5]([C:1]([CH3:4])([CH3:2])[CH3:3])[CH:10]=1)(=[O:33])=[O:32]. The yield is 0.920. (6) The reactants are [C:1]([O:9][CH2:10][C@@H:11]1[C@@H:15]([O:16][C:17](=[O:24])[C:18]2[CH:23]=[CH:22][CH:21]=[CH:20][CH:19]=2)[C@H:14]([OH:25])[C@:13]([C:34]#[N:35])([N:26]2[CH:31]=[CH:30][C:29](=[O:32])[NH:28][C:27]2=[O:33])[O:12]1)(=[O:8])[C:2]1[CH:7]=[CH:6][CH:5]=[CH:4][CH:3]=1.[C:36](OC(=O)C)(=[O:38])[CH3:37]. The catalyst is CN(C)C1C=CN=CC=1.N1C=CC=CC=1. The product is [C:17]([O:16][C@H:15]1[C@H:14]([O:25][C:36](=[O:38])[CH3:37])[C@:13]([C:34]#[N:35])([N:26]2[CH:31]=[CH:30][C:29](=[O:32])[NH:28][C:27]2=[O:33])[O:12][C@@H:11]1[CH2:10][O:9][C:1](=[O:8])[C:2]1[CH:7]=[CH:6][CH:5]=[CH:4][CH:3]=1)(=[O:24])[C:18]1[CH:19]=[CH:20][CH:21]=[CH:22][CH:23]=1. The yield is 0.940. (7) The product is [C:1]([O:5][C:6]([C@@H:8]1[N:12]([CH2:13][C:14]2[CH:15]=[CH:16][CH:17]=[CH:18][CH:19]=2)[C@@H:11]([CH:20]=[CH2:21])[C@H:10]([N:22]([CH3:36])[C:23]([O:25][CH2:26][C:27]2[CH:28]=[CH:29][CH:30]=[CH:31][CH:32]=2)=[O:24])[CH2:9]1)=[O:7])([CH3:2])([CH3:3])[CH3:4]. The reactants are [C:1]([O:5][C:6]([C@@H:8]1[N:12]([CH2:13][C:14]2[CH:19]=[CH:18][CH:17]=[CH:16][CH:15]=2)[C@@H:11]([CH:20]=[CH2:21])[C@H:10]([NH:22][C:23]([O:25][CH2:26][C:27]2[CH:32]=[CH:31][CH:30]=[CH:29][CH:28]=2)=[O:24])[CH2:9]1)=[O:7])([CH3:4])([CH3:3])[CH3:2].[H-].[Na+].I[CH3:36]. The yield is 0.810. The catalyst is CN(C=O)C.